Predict the reaction yield, written as a fraction of the theoretical maximum amount of product (1.0 means a 100% yield; for example, 0.34 means a 34% yield). From a dataset of Reaction yield outcomes from USPTO patents with 853,638 reactions. (1) The reactants are [C:1]([NH:8][C@@H:9]([C:13]([OH:15])=O)[CH:10]([CH3:12])[CH3:11])([O:3][C:4]([CH3:7])([CH3:6])[CH3:5])=[O:2].C[N:17]1CCOCC1.ClC(OCC(C)C)=O.[NH4+].[OH-]. The catalyst is C1COCC1. The product is [C:1]([NH:8][C@@H:9]([C:13]([NH2:17])=[O:15])[CH:10]([CH3:12])[CH3:11])([O:3][C:4]([CH3:7])([CH3:6])[CH3:5])=[O:2]. The yield is 0.910. (2) The reactants are B(F)(F)F.CCOCC.C[N:11]([C:13](F)(F)[CH:14]([F:16])[F:15])C.[F:19][C:20]([F:30])([F:29])[C:21](=O)[CH2:22][C:23]([O:25][CH2:26][CH3:27])=[O:24].[F-].[K+].[CH3:33][NH:34]N. The catalyst is ClCCl.C(#N)C. The product is [CH2:26]([O:25][C:23]([C:22]1[C:13]([CH:14]([F:16])[F:15])=[N:11][N:34]([CH3:33])[C:21]=1[C:20]([F:30])([F:29])[F:19])=[O:24])[CH3:27]. The yield is 0.730. (3) The reactants are C([O:5][C:6](=[O:18])[CH2:7][CH:8]([NH:11][C:12]([O:14][CH2:15][CH:16]=[CH2:17])=[O:13])[CH2:9][OH:10])(C)(C)C. The catalyst is C(O)CCC. The product is [CH2:15]([O:14][C:12](=[O:13])[NH:11][CH:8]1[CH2:7][C:6](=[O:5])[O:18][CH:9]1[O:10][CH2:6][CH2:7][CH2:8][CH3:9])[CH:16]=[CH2:17]. The yield is 0.290. (4) The reactants are [CH:1]#[C:2][CH2:3][CH2:4][CH2:5][CH3:6].[CH:7]([Mg]Cl)([CH3:9])[CH3:8].[S:12]1[CH:16]=[CH:15][C:14]2[C:17](=O)[C:18]3[S:19][CH:20]=[CH:21][C:22]=3C(=O)[C:13]1=2.Cl[Sn]Cl.[CH2:29]1[CH2:33]O[CH2:31][CH2:30]1. The catalyst is Cl. The product is [C:7]([C:9]1[C:13]2[S:12][CH:16]=[CH:15][C:14]=2[C:17]([C:1]#[C:2][CH2:3][CH2:4][CH2:5][CH3:6])=[C:18]2[S:19][CH:20]=[CH:21][C:22]=12)#[C:8][CH2:33][CH2:29][CH2:30][CH3:31]. The yield is 0.630. (5) The reactants are [CH3:1][C:2]1[NH:3][C:4]([CH3:22])=[C:5]2[C:10]=1[C:9]([CH2:11][C:12]1[CH:13]=[C:14]([CH:18]=[CH:19][CH:20]=1)[C:15](O)=[O:16])=[N:8][NH:7][C:6]2=[O:21].[CH3:23][O:24][CH:25]1[CH2:30][CH2:29][NH:28][CH2:27][CH2:26]1.C(N(CC)CC)C. The catalyst is CN(C=O)C. The product is [CH3:23][O:24][CH:25]1[CH2:30][CH2:29][N:28]([C:15]([C:14]2[CH:13]=[C:12]([CH:20]=[CH:19][CH:18]=2)[CH2:11][C:9]2[C:10]3[C:5](=[C:4]([CH3:22])[NH:3][C:2]=3[CH3:1])[C:6](=[O:21])[NH:7][N:8]=2)=[O:16])[CH2:27][CH2:26]1. The yield is 0.409. (6) The reactants are [Cl:1][C:2]1[CH:15]=[CH:14][C:5]([NH:6]C(OC(C)(C)C)=O)=[CH:4][CH:3]=1.[Cl:16][C:17]1[CH:25]=[CH:24][CH:23]=[C:22]([F:26])[C:18]=1[C:19](Cl)=[O:20]. No catalyst specified. The product is [NH2:6][C:5]1[CH:4]=[CH:3][C:2]([Cl:1])=[CH:15][C:14]=1[C:19]([C:18]1[C:22]([F:26])=[CH:23][CH:24]=[CH:25][C:17]=1[Cl:16])=[O:20]. The yield is 0.420.